Dataset: Catalyst prediction with 721,799 reactions and 888 catalyst types from USPTO. Task: Predict which catalyst facilitates the given reaction. (1) Reactant: C(OC([N:8]1[CH2:13][CH2:12][CH:11]([C:14]2[CH:19]=[C:18]([OH:20])[N:17]=[C:16]([N:21]3[CH2:26][CH2:25][CH2:24][CH2:23][CH2:22]3)[N:15]=2)[CH2:10][CH2:9]1)=O)(C)(C)C.[ClH:27]. Product: [ClH:27].[NH:8]1[CH2:13][CH2:12][CH:11]([C:14]2[N:15]=[C:16]([N:21]3[CH2:22][CH2:23][CH2:24][CH2:25][CH2:26]3)[N:17]=[C:18]([OH:20])[CH:19]=2)[CH2:10][CH2:9]1. The catalyst class is: 12. (2) Reactant: [NH2:1][C:2]1[CH:7]=[CH:6][CH:5]=[CH:4][N:3]=1.[C:8](Cl)(Cl)=[S:9]. Product: [N:1]([C:2]1[CH:7]=[CH:6][CH:5]=[CH:4][N:3]=1)=[C:8]=[S:9]. The catalyst class is: 1. (3) Reactant: [Cl:1][C:2]1[CH:11]=[C:10]([C:12](=O)[CH3:13])[C:9]([N:15]2[CH2:19][CH2:18][CH:17]([C:20]3[CH:25]=[CH:24][CH:23]=[CH:22][CH:21]=3)[CH2:16]2)=[C:8]2[C:3]=1[CH:4]=[CH:5][CH:6]=[N:7]2.C([O-])(=O)C.[NH4+].C([BH3-])#[N:32].[Na+].O1CCCC1. Product: [Cl:1][C:2]1[CH:11]=[C:10]([CH:12]([NH2:32])[CH3:13])[C:9]([N:15]2[CH2:19][CH2:18][CH:17]([C:20]3[CH:25]=[CH:24][CH:23]=[CH:22][CH:21]=3)[CH2:16]2)=[C:8]2[C:3]=1[CH:4]=[CH:5][CH:6]=[N:7]2. The catalyst class is: 449. (4) Reactant: [Cl:1][C:2]1[C:7]2[N:8]=[CH:9][N:10]([CH3:11])[C:6]=2[C:5]([C:12]([N:14]2[CH2:19][CH2:18][O:17][CH2:16][CH2:15]2)=[O:13])=[CH:4][N:3]=1.[F:20][C:21]1[C:27]([C:28]([F:31])([F:30])[F:29])=[CH:26][CH:25]=[CH:24][C:22]=1[NH2:23]. Product: [ClH:1].[F:20][C:21]1[C:27]([C:28]([F:30])([F:31])[F:29])=[CH:26][CH:25]=[CH:24][C:22]=1[NH:23][C:2]1[C:7]2[N:8]=[CH:9][N:10]([CH3:11])[C:6]=2[C:5]([C:12]([N:14]2[CH2:19][CH2:18][O:17][CH2:16][CH2:15]2)=[O:13])=[CH:4][N:3]=1. The catalyst class is: 4.